From a dataset of Forward reaction prediction with 1.9M reactions from USPTO patents (1976-2016). Predict the product of the given reaction. (1) Given the reactants [C:1]([O:7][CH2:8][CH3:9])(=[O:6])[CH2:2][C:3]([O-:5])=O.[Li]CCCC.[C:15](Cl)(=O)[CH2:16][CH2:17][CH2:18][CH2:19][CH2:20][CH2:21][CH2:22][CH2:23][CH:24]=C, predict the reaction product. The product is: [O:5]=[C:3]([CH2:24][CH2:23][CH2:22][CH2:21][CH2:20][CH2:19][CH2:18][CH2:17][CH:16]=[CH2:15])[CH2:2][C:1]([O:7][CH2:8][CH3:9])=[O:6]. (2) Given the reactants [S:1]1[C:5]2[CH:6]=[CH:7][CH:8]=[CH:9][C:4]=2[N:3]=[C:2]1[CH:10]([C:13]1[CH:18]=[CH:17][N:16]=[C:15](Cl)[N:14]=1)[C:11]#[N:12].CCN(CC)CC.[NH2:27][CH2:28][CH2:29][C:30]1[N:34]=[CH:33][NH:32][CH:31]=1, predict the reaction product. The product is: [S:1]1[C:5]2[CH:6]=[CH:7][CH:8]=[CH:9][C:4]=2[N:3]=[C:2]1[CH:10]([C:13]1[CH:18]=[CH:17][N:16]=[C:15]([NH:27][CH2:28][CH2:29][C:30]2[N:34]=[CH:33][NH:32][CH:31]=2)[N:14]=1)[C:11]#[N:12]. (3) Given the reactants Cl[C:2]1[C:7]([C:8]([O:10]CC)=O)=[CH:6][N:5]=[C:4]([Cl:13])[CH:3]=1.[CH:14]([NH2:17])([CH3:16])[CH3:15], predict the reaction product. The product is: [Cl:13][C:4]1[CH:3]=[C:2]([NH:17][CH:14]([CH3:16])[CH3:15])[C:7]([CH:8]=[O:10])=[CH:6][N:5]=1. (4) Given the reactants Cl[C:2]1[CH:7]=[C:6]([NH2:8])[N:5]2[N:9]=[C:10]([CH3:24])[C:11]([CH2:12][C:13]3[CH:18]=[CH:17][CH:16]=[C:15]([C:19]([F:22])([F:21])[F:20])[C:14]=3[CH3:23])=[C:4]2[N:3]=1.[NH:25]1[CH2:30][CH2:29][O:28][CH2:27][CH2:26]1, predict the reaction product. The product is: [CH3:24][C:10]1[C:11]([CH2:12][C:13]2[CH:18]=[CH:17][CH:16]=[C:15]([C:19]([F:22])([F:21])[F:20])[C:14]=2[CH3:23])=[C:4]2[N:3]=[C:2]([N:25]3[CH2:30][CH2:29][O:28][CH2:27][CH2:26]3)[CH:7]=[C:6]([NH2:8])[N:5]2[N:9]=1. (5) Given the reactants COC(=O)N[C@@H](C(C)C)C(N1[C@H](C2NC(C3C=CC(C4C=CC5C(=CC=C(C6NC([C@@H]7CCCN7[C:48](=[O:61])[C@H:49]([NH:56][C:57]([O:59][CH3:60])=[O:58])[C:50]7[CH:55]=[CH:54][CH:53]=[CH:52][CH:51]=7)=NC=6)C=5)C=4)=CC=3)=CN=2)CC2(OCCO2)C1)=O.[O:66]=[C:67]([N:80]1[C@H:88]([C:89]2[NH:90][C:91]([C:94]3[CH:103]=[CH:102][C:101]4[C:96](=[CH:97][CH:98]=[C:99]([C:104]5[CH:109]=[CH:108][C:107]([C:110]6[NH:114][C:113]([C@@H:115]7[CH2:119][CH2:118][CH2:117][NH:116]7)=[N:112][CH:111]=6)=[CH:106][CH:105]=5)[CH:100]=4)[CH:95]=3)=[CH:92][N:93]=2)[CH2:87][C:82]2([O:86][CH2:85][CH2:84][O:83]2)[CH2:81]1)[C@@H:68]([NH:75][C:76](=[O:79])[O:77][CH3:78])[CH:69]1[CH2:74]COC[CH2:70]1.Cl, predict the reaction product. The product is: [CH3:60][O:59][C:57](=[O:58])[NH:56][CH:49]([C:50]1[CH:55]=[CH:54][CH:53]=[CH:52][CH:51]=1)[C:48]([N:116]1[CH2:117][CH2:118][CH2:119][C@H:115]1[C:113]1[NH:114][C:110]([C:107]2[CH:106]=[CH:105][C:104]([C:99]3[CH:98]=[CH:97][C:96]4[C:101](=[CH:102][CH:103]=[C:94]([C:91]5[NH:90][C:89]([C@@H:88]6[CH2:87][C:82]7([O:86][CH2:85][CH2:84][O:83]7)[CH2:81][N:80]6[C:67](=[O:66])[C@@H:68]([NH:75][C:76]([O:77][CH3:78])=[O:79])[CH:69]([CH3:70])[CH3:74])=[N:93][CH:92]=5)[CH:95]=4)[CH:100]=3)=[CH:109][CH:108]=2)=[CH:111][N:112]=1)=[O:61]. (6) Given the reactants [C:1]([C:3]1[CH:8]=[CH:7][C:6]([N:9]2[C:16](=[O:17])[C:12]3([CH2:15][CH2:14][CH2:13]3)[N:11]([C:18]3[CH:23]=[CH:22][C:21]([CH2:24][CH2:25][CH2:26][C:27]([OH:29])=O)=[CH:20][CH:19]=3)[C:10]2=[S:30])=[CH:5][C:4]=1[C:31]([F:34])([F:33])[F:32])#[N:2].ClC1C=C(Cl)C=C(Cl)C=1C(Cl)=O.[CH3:47][S:48]([NH2:51])(=[O:50])=[O:49], predict the reaction product. The product is: [C:1]([C:3]1[CH:8]=[CH:7][C:6]([N:9]2[C:16](=[O:17])[C:12]3([CH2:15][CH2:14][CH2:13]3)[N:11]([C:18]3[CH:19]=[CH:20][C:21]([CH2:24][CH2:25][CH2:26][C:27]([NH:51][S:48]([CH3:47])(=[O:50])=[O:49])=[O:29])=[CH:22][CH:23]=3)[C:10]2=[S:30])=[CH:5][C:4]=1[C:31]([F:34])([F:32])[F:33])#[N:2]. (7) The product is: [Br-:13].[Cl:1][C:2]1[CH:3]=[CH:4][C:5]([N+:8]2[CH:12]=[CH:11][N:10]([CH2:14][CH2:15][CH3:16])[CH:9]=2)=[CH:6][CH:7]=1. Given the reactants [Cl:1][C:2]1[CH:7]=[CH:6][C:5]([N:8]2[CH:12]=[CH:11][N:10]=[CH:9]2)=[CH:4][CH:3]=1.[Br:13][CH2:14][CH2:15][CH3:16], predict the reaction product. (8) Given the reactants [C:1]([Si:5]([CH3:16])([CH3:15])[O:6][CH:7]1[CH2:12][CH2:11][CH:10]([CH2:13][OH:14])[CH2:9][CH2:8]1)([CH3:4])([CH3:3])[CH3:2].O[C:18]1[CH:19]=[C:20]([CH:26]=[CH:27][CH:28]=1)[C:21]([O:23]CC)=[O:22], predict the reaction product. The product is: [C:1]([Si:5]([CH3:16])([CH3:15])[O:6][CH:7]1[CH2:8][CH2:9][CH:10]([CH2:13][O:14][C:18]2[CH:19]=[C:20]([CH:26]=[CH:27][CH:28]=2)[C:21]([OH:23])=[O:22])[CH2:11][CH2:12]1)([CH3:4])([CH3:3])[CH3:2].